Dataset: Full USPTO retrosynthesis dataset with 1.9M reactions from patents (1976-2016). Task: Predict the reactants needed to synthesize the given product. (1) Given the product [Br:12][C:13]1[CH:18]=[CH:17][C:16]([O:19][C:2]2[CH:9]=[CH:8][C:5]([C:6]#[N:7])=[C:4]([O:10][CH3:11])[N:3]=2)=[C:15]([F:20])[C:14]=1[CH:21]1[O:22][CH2:23][CH2:24][O:25]1, predict the reactants needed to synthesize it. The reactants are: Cl[C:2]1[CH:9]=[CH:8][C:5]([C:6]#[N:7])=[C:4]([O:10][CH3:11])[N:3]=1.[Br:12][C:13]1[CH:18]=[CH:17][C:16]([OH:19])=[C:15]([F:20])[C:14]=1[CH:21]1[O:25][CH2:24][CH2:23][O:22]1.C(=O)([O-])[O-].[K+].[K+].CN(C)C=O. (2) Given the product [C:4]([C:8]1[CH:9]=[C:10]([C:19]2[O:20][CH:21]=[C:22]([CH2:24][CH2:25][C:1]#[N:2])[N:23]=2)[CH:11]=[C:12]([C:15]([CH3:18])([CH3:17])[CH3:16])[C:13]=1[OH:14])([CH3:7])([CH3:6])[CH3:5], predict the reactants needed to synthesize it. The reactants are: [C-:1]#[N:2].[Na+].[C:4]([C:8]1[CH:9]=[C:10]([C:19]2[O:20][CH:21]=[C:22]([CH2:24][CH2:25]I)[N:23]=2)[CH:11]=[C:12]([C:15]([CH3:18])([CH3:17])[CH3:16])[C:13]=1[OH:14])([CH3:7])([CH3:6])[CH3:5].C(OCC)(=O)C.C(=O)([O-])[O-].[K+].[K+]. (3) The reactants are: [C:1]([O:5][C:6]([NH:8][C:9]([CH3:14])([CH3:13])[C:10]([OH:12])=O)=[O:7])([CH3:4])([CH3:3])[CH3:2].[F:15][C:16]1[CH:17]=[C:18]([C:23]2[CH:28]=[CH:27][CH:26]=[CH:25][C:24]=2[S:29][CH3:30])[CH:19]=[CH:20][C:21]=1[NH2:22].CCOC1N(C(OCC)=O)C2C(=CC=CC=2)C=C1.C(N(CC)CC)C. Given the product [C:1]([O:5][C:6](=[O:7])[NH:8][C:9]([C:10](=[O:12])[NH:22][C:21]1[CH:20]=[CH:19][C:18]([C:23]2[CH:28]=[CH:27][CH:26]=[CH:25][C:24]=2[S:29][CH3:30])=[CH:17][C:16]=1[F:15])([CH3:14])[CH3:13])([CH3:2])([CH3:3])[CH3:4], predict the reactants needed to synthesize it. (4) Given the product [F:1][C:2]1[CH:3]=[CH:4][C:5]([CH2:6][N:7]2[C:11]3=[CH:12][N:13]=[C:14]([C:16]([OH:18])=[O:17])[CH:15]=[C:10]3[C:9]([CH2:20][O:21][CH2:22][CH2:23][N:24]3[CH2:28][CH2:27][CH2:26][C:25]3=[O:29])=[CH:8]2)=[CH:30][CH:31]=1, predict the reactants needed to synthesize it. The reactants are: [F:1][C:2]1[CH:31]=[CH:30][C:5]([CH2:6][N:7]2[C:11]3=[CH:12][N:13]=[C:14]([C:16]([O:18]C)=[O:17])[CH:15]=[C:10]3[C:9]([CH2:20][O:21][CH2:22][CH2:23][N:24]3[CH2:28][CH2:27][CH2:26][C:25]3=[O:29])=[CH:8]2)=[CH:4][CH:3]=1.[Li+].[OH-].Cl. (5) Given the product [Cl:1][C:2]1[CH:7]=[C:6]([NH:8][C:9]([C:11]2[CH:16]=[C:15]([C:28]3[CH:29]=[N:30][CH:31]=[C:32]([CH3:34])[CH:33]=3)[CH:14]=[C:13]([CH3:26])[N:12]=2)=[O:10])[CH:5]=[CH:4][N:3]=1, predict the reactants needed to synthesize it. The reactants are: [Cl:1][C:2]1[CH:7]=[C:6]([NH:8][C:9]([C:11]2[CH:16]=[C:15](B3OC(C)(C)C(C)(C)O3)[CH:14]=[C:13]([CH3:26])[N:12]=2)=[O:10])[CH:5]=[CH:4][N:3]=1.Br[C:28]1[CH:29]=[N:30][CH:31]=[C:32]([CH3:34])[CH:33]=1. (6) Given the product [ClH:21].[CH3:10][N:11]([CH2:12][CH2:13][N:14]1[CH2:19][CH2:18][CH2:17][CH2:16][CH2:15]1)[C:25]([Cl:24])=[O:27], predict the reactants needed to synthesize it. The reactants are: C(N(CC)C(C)C)(C)C.[CH3:10][NH:11][CH2:12][CH2:13][N:14]1[CH2:19][CH2:18][CH2:17][CH2:16][CH2:15]1.C(Cl)(Cl)[Cl:21].[Cl:24][C:25](Cl)([O:27]C(=O)OC(Cl)(Cl)Cl)Cl. (7) Given the product [CH3:10][C:11]1[CH:16]=[CH:15][CH:14]=[CH:13][C:12]=1[C:2]1[CH:7]=[CH:6][C:5]([O:8][CH3:9])=[CH:4][CH:3]=1, predict the reactants needed to synthesize it. The reactants are: Cl[C:2]1[CH:7]=[CH:6][C:5]([O:8][CH3:9])=[CH:4][CH:3]=1.[CH3:10][C:11]1[CH:16]=[CH:15][CH:14]=[CH:13][C:12]=1B(O)O.[F-].[K+]. (8) The reactants are: [C:1]([O:5][C:6]([N:8]1[CH2:16][C:15]2[C:10](=[CH:11][CH:12]=[C:13](B3OC(C)(C)C(C)(C)O3)[CH:14]=2)[CH2:9]1)=[O:7])([CH3:4])([CH3:3])[CH3:2].Br[C:27]1[CH2:28][CH2:29][CH2:30][O:31][CH:32]=1.C(=O)([O-])[O-].[Na+].[Na+]. Given the product [C:1]([O:5][C:6]([N:8]1[CH2:16][C:15]2[C:10](=[CH:11][CH:12]=[C:13]([C:29]3[CH2:28][CH2:27][CH2:32][O:31][CH:30]=3)[CH:14]=2)[CH2:9]1)=[O:7])([CH3:2])([CH3:3])[CH3:4], predict the reactants needed to synthesize it.